Dataset: NCI-60 drug combinations with 297,098 pairs across 59 cell lines. Task: Regression. Given two drug SMILES strings and cell line genomic features, predict the synergy score measuring deviation from expected non-interaction effect. (1) Drug 1: CNC(=O)C1=CC=CC=C1SC2=CC3=C(C=C2)C(=NN3)C=CC4=CC=CC=N4. Drug 2: CCC1=C2CN3C(=CC4=C(C3=O)COC(=O)C4(CC)O)C2=NC5=C1C=C(C=C5)O. Cell line: SW-620. Synergy scores: CSS=46.4, Synergy_ZIP=9.48, Synergy_Bliss=9.05, Synergy_Loewe=-7.61, Synergy_HSA=8.36. (2) Drug 1: C1CN1C2=NC(=NC(=N2)N3CC3)N4CC4. Drug 2: CN(C(=O)NC(C=O)C(C(C(CO)O)O)O)N=O. Cell line: A549. Synergy scores: CSS=32.7, Synergy_ZIP=-0.0562, Synergy_Bliss=-2.87, Synergy_Loewe=-34.9, Synergy_HSA=-4.15.